From a dataset of NCI-60 drug combinations with 297,098 pairs across 59 cell lines. Regression. Given two drug SMILES strings and cell line genomic features, predict the synergy score measuring deviation from expected non-interaction effect. (1) Drug 1: COC1=CC(=CC(=C1O)OC)C2C3C(COC3=O)C(C4=CC5=C(C=C24)OCO5)OC6C(C(C7C(O6)COC(O7)C8=CC=CS8)O)O. Drug 2: CC(C1=C(C=CC(=C1Cl)F)Cl)OC2=C(N=CC(=C2)C3=CN(N=C3)C4CCNCC4)N. Cell line: SF-268. Synergy scores: CSS=26.0, Synergy_ZIP=-0.609, Synergy_Bliss=-2.20, Synergy_Loewe=-12.7, Synergy_HSA=-3.42. (2) Drug 1: CC1CC2CCC3C(=C)CC(O3)CCC45CC6C(O4)C7C(O6)C(O5)C8C(O7)CCC(O8)CC(=O)CC9C(CC(C1=C)O2)OC(C9OC)CC(CN)O.CS(=O)(=O)O. Drug 2: CC1C(C(CC(O1)OC2CC(CC3=C2C(=C4C(=C3O)C(=O)C5=CC=CC=C5C4=O)O)(C(=O)C)O)N)O. Cell line: TK-10. Synergy scores: CSS=43.0, Synergy_ZIP=-2.70, Synergy_Bliss=-1.60, Synergy_Loewe=-1.69, Synergy_HSA=-0.537. (3) Drug 1: CC(C1=C(C=CC(=C1Cl)F)Cl)OC2=C(N=CC(=C2)C3=CN(N=C3)C4CCNCC4)N. Drug 2: C1CN(CCN1C(=O)CCBr)C(=O)CCBr. Cell line: K-562. Synergy scores: CSS=31.0, Synergy_ZIP=-4.36, Synergy_Bliss=-9.96, Synergy_Loewe=-19.9, Synergy_HSA=-9.47. (4) Drug 1: C1CCN(CC1)CCOC2=CC=C(C=C2)C(=O)C3=C(SC4=C3C=CC(=C4)O)C5=CC=C(C=C5)O. Drug 2: CC1=CC=C(C=C1)C2=CC(=NN2C3=CC=C(C=C3)S(=O)(=O)N)C(F)(F)F. Cell line: HS 578T. Synergy scores: CSS=9.41, Synergy_ZIP=2.08, Synergy_Bliss=12.0, Synergy_Loewe=5.62, Synergy_HSA=6.17.